Dataset: Forward reaction prediction with 1.9M reactions from USPTO patents (1976-2016). Task: Predict the product of the given reaction. (1) Given the reactants [NH:1]1[CH2:6][CH2:5][CH:4]([C:7]2[CH:12]=[CH:11][C:10]([NH:13][C:14]([C:16]3[N:17]=[C:18]([C:25]4[CH:30]=[CH:29][CH:28]=[CH:27][CH:26]=4)[O:19][C:20]=3[C:21]([F:24])([F:23])[F:22])=[O:15])=[CH:9][CH:8]=2)[CH2:3][CH2:2]1.[NH:31]1[C:35]([CH2:36][C:37](O)=[O:38])=[N:34][N:33]=[N:32]1.C(N(CC)CC)C.F[P-](F)(F)(F)(F)F.N1(O[P+](N(C)C)(N(C)C)N(C)C)C2C=CC=CC=2N=N1, predict the reaction product. The product is: [NH:31]1[C:35]([CH2:36][C:37]([N:1]2[CH2:6][CH2:5][CH:4]([C:7]3[CH:8]=[CH:9][C:10]([NH:13][C:14]([C:16]4[N:17]=[C:18]([C:25]5[CH:30]=[CH:29][CH:28]=[CH:27][CH:26]=5)[O:19][C:20]=4[C:21]([F:22])([F:23])[F:24])=[O:15])=[CH:11][CH:12]=3)[CH2:3][CH2:2]2)=[O:38])=[N:34][N:33]=[N:32]1. (2) Given the reactants [N:1]1([CH2:7][CH:8]([OH:10])[CH3:9])[CH2:6][CH2:5][O:4][CH2:3][CH2:2]1.C(N(CC)CC)C.[CH2:18]=[C:19]1[O:23][C:21](=[O:22])[CH2:20]1, predict the reaction product. The product is: [O:23]=[C:19]([CH3:18])[CH2:20][C:21]([O:10][CH:8]([CH3:9])[CH2:7][N:1]1[CH2:6][CH2:5][O:4][CH2:3][CH2:2]1)=[O:22]. (3) Given the reactants [CH3:1][O:2][C:3]1[CH:11]=[C:10]2[C:6]([CH:7]=[N:8][NH:9]2)=[CH:5][C:4]=1[NH:12][C:13]1[C:14]2[C:21]3[CH2:22][CH2:23][CH:24]([C:26]([OH:28])=O)[CH2:25][C:20]=3[S:19][C:15]=2[N:16]=[CH:17][N:18]=1.[NH:29]1[CH2:34][CH2:33][C:32](=[O:35])[CH2:31][CH2:30]1, predict the reaction product. The product is: [CH3:1][O:2][C:3]1[CH:11]=[C:10]2[C:6]([CH:7]=[N:8][NH:9]2)=[CH:5][C:4]=1[NH:12][C:13]1[C:14]2[C:21]3[CH2:22][CH2:23][CH:24]([C:26]([N:29]4[CH2:34][CH2:33][C:32](=[O:35])[CH2:31][CH2:30]4)=[O:28])[CH2:25][C:20]=3[S:19][C:15]=2[N:16]=[CH:17][N:18]=1. (4) Given the reactants [Si:1]([O:8][CH2:9][C@@H:10]1[C:15]([CH3:16])=[C:14]([CH3:17])[C:13](=[O:18])[CH2:12][N:11]1[C:19]([O:21][C:22]([CH3:25])([CH3:24])[CH3:23])=[O:20])([C:4]([CH3:7])([CH3:6])[CH3:5])([CH3:3])[CH3:2].[Si](OC[C@@H]1C=C(C)[C@H](O)CN1C(OC(C)(C)C)=O)(C(C)(C)C)(C)C, predict the reaction product. The product is: [Si:1]([O:8][CH2:9][C@@H:10]1[C:15]([CH3:16])=[C:14]([CH3:17])[C@H:13]([OH:18])[CH2:12][N:11]1[C:19]([O:21][C:22]([CH3:25])([CH3:24])[CH3:23])=[O:20])([C:4]([CH3:5])([CH3:6])[CH3:7])([CH3:3])[CH3:2]. (5) Given the reactants [Br:1][C:2]1[CH:3]=[C:4]([CH:7]=[C:8]([CH:10]=[O:11])[CH:9]=1)[C:5]#[N:6].[CH2:12](O)[CH2:13][OH:14].C1C=CC=CC=1, predict the reaction product. The product is: [Br:1][C:2]1[CH:3]=[C:4]([CH:7]=[C:8]([CH:10]2[O:14][CH2:13][CH2:12][O:11]2)[CH:9]=1)[C:5]#[N:6]. (6) Given the reactants COCCOCCOCCOC.C[Si](Br)(C)C.Br[C:19]([F:26])([F:25])[C:20]([O:22][CH2:23][CH3:24])=[O:21].Br[C:28]1[N:29]=[CH:30][C:31]([C:34]([O:36][CH3:37])=[O:35])=[N:32][CH:33]=1.[Cl-].[Na+].Cl, predict the reaction product. The product is: [CH2:23]([O:22][C:20](=[O:21])[C:19]([C:28]1[N:29]=[CH:30][C:31]([C:34]([O:36][CH3:37])=[O:35])=[N:32][CH:33]=1)([F:26])[F:25])[CH3:24]. (7) The product is: [F:1][C:2]([F:7])([F:6])[C:3]([OH:5])=[O:4].[CH3:8][C@@H:9]1[NH:13][C@H:12]([C:14]([O:16][CH2:17][CH3:18])=[O:15])[CH2:11][CH2:10]1. Given the reactants [F:1][C:2]([F:7])([F:6])[C:3]([OH:5])=[O:4].[CH3:8][C:9]1[CH2:10][CH2:11][C@@H:12]([C:14]([O:16][CH2:17][CH3:18])=[O:15])[N:13]=1, predict the reaction product. (8) Given the reactants [Cl:1][C:2]1[N:7]=[CH:6][C:5]([C:8]2[C:13]([CH2:14][OH:15])=[C:12]([C:16]3[CH:21]=[CH:20][CH:19]=[CH:18][CH:17]=3)[N:11]=[C:10]3[N:22]([CH2:25][CH3:26])[N:23]=[CH:24][C:9]=23)=[CH:4][CH:3]=1.C[N+]1([O-])CCOCC1.C([N+](CCC)(CCC)CCC)CC, predict the reaction product. The product is: [Cl:1][C:2]1[N:7]=[CH:6][C:5]([C:8]2[C:13]([CH:14]=[O:15])=[C:12]([C:16]3[CH:21]=[CH:20][CH:19]=[CH:18][CH:17]=3)[N:11]=[C:10]3[N:22]([CH2:25][CH3:26])[N:23]=[CH:24][C:9]=23)=[CH:4][CH:3]=1.